Predict which catalyst facilitates the given reaction. From a dataset of Catalyst prediction with 721,799 reactions and 888 catalyst types from USPTO. Reactant: C(O)C.[Na].[CH2:5]([OH:17])[C@H:6]([OH:16])[C@@H:7](O)[C@H:8]([OH:14])[C:9]([C:11]([OH:13])=[O:12])=[O:10]. Product: [O:12]=[C:11]1[O:13][C@H:7]([C@H:6]([CH2:5][OH:17])[OH:16])[C:8]([OH:14])=[C:9]1[OH:10]. The catalyst class is: 21.